From a dataset of Reaction yield outcomes from USPTO patents with 853,638 reactions. Predict the reaction yield, written as a fraction of the theoretical maximum amount of product (1.0 means a 100% yield; for example, 0.34 means a 34% yield). (1) The reactants are [Br:1][C:2]1[C:7]([NH2:8])=[CH:6][C:5]([F:9])=[CH:4][N:3]=1.[O:10]1[CH:14]=[CH:13][C:12]([C:15](O)=[O:16])=[N:11]1. No catalyst specified. The product is [Br:1][C:2]1[C:7]([NH:8][C:15]([C:12]2[CH:13]=[CH:14][O:10][N:11]=2)=[O:16])=[CH:6][C:5]([F:9])=[CH:4][N:3]=1. The yield is 0.700. (2) The reactants are C(N(CC)CC)C.[Cl:8][C:9]1[CH:14]=[C:13]([SH:15])[CH:12]=[CH:11][C:10]=1[OH:16].Br[CH2:18][C:19]1[CH:26]=[CH:25][C:22]([CH:23]=[O:24])=[CH:21][CH:20]=1.O. The catalyst is O1CCOCC1. The product is [Cl:8][C:9]1[CH:14]=[C:13]([S:15][CH2:18][C:19]2[CH:26]=[CH:25][C:22]([CH:23]=[O:24])=[CH:21][CH:20]=2)[CH:12]=[CH:11][C:10]=1[OH:16]. The yield is 0.840. (3) The reactants are CS(O)(=O)=O.[NH2:6][CH2:7][C:8]1[CH:9]=[C:10]2[C:14](=[CH:15][CH:16]=1)[C:13](=[O:17])[N:12]([CH:18]1[CH2:23][CH2:22][C:21](=[O:24])[NH:20][C:19]1=[O:25])[CH2:11]2.[CH2:26]([N:29]=[C:30]=[O:31])[CH2:27][CH3:28].C(N(CC)CC)C.Cl. The catalyst is C(#N)C. The product is [O:25]=[C:19]1[CH:18]([N:12]2[CH2:11][C:10]3[C:14](=[CH:15][CH:16]=[C:8]([CH2:7][NH:6][C:30]([NH:29][CH2:26][CH2:27][CH3:28])=[O:31])[CH:9]=3)[C:13]2=[O:17])[CH2:23][CH2:22][C:21](=[O:24])[NH:20]1. The yield is 0.530. (4) The reactants are [OH:1][C:2]1([C:6]2[S:7][C:8]([C:11]3[CH:12]=[C:13]([NH:20][C:21]4[N:26]=[C:25]([O:27][CH:28]5[CH2:33][CH2:32][N:31]([C:34]([O:36][C:37]([CH3:40])([CH3:39])[CH3:38])=[O:35])[CH2:30][CH2:29]5)[CH:24]=[CH:23][N:22]=4)[CH:14]=[C:15]([N+:17]([O-])=O)[CH:16]=3)=[CH:9][N:10]=2)[CH2:5][CH2:4][CH2:3]1. The catalyst is CO.[Pt]. The product is [NH2:17][C:15]1[CH:14]=[C:13]([NH:20][C:21]2[N:26]=[C:25]([O:27][CH:28]3[CH2:29][CH2:30][N:31]([C:34]([O:36][C:37]([CH3:40])([CH3:39])[CH3:38])=[O:35])[CH2:32][CH2:33]3)[CH:24]=[CH:23][N:22]=2)[CH:12]=[C:11]([C:8]2[S:7][C:6]([C:2]3([OH:1])[CH2:5][CH2:4][CH2:3]3)=[N:10][CH:9]=2)[CH:16]=1. The yield is 0.820. (5) The reactants are [CH3:1][S:2](Cl)(=[O:4])=[O:3].[CH3:6][O:7][C:8]1[CH:9]=[C:10]([CH:25]=[CH:26][C:27]=1[O:28][CH3:29])[O:11][CH:12]([C:17]1[CH:24]=[CH:23][C:20]([C:21]#[N:22])=[CH:19][CH:18]=1)[CH2:13][CH2:14][CH2:15][OH:16].C(N(CC)CC)C.O. The catalyst is C(Cl)Cl. The product is [CH3:1][S:2]([O:16][CH2:15][CH2:14][CH2:13][CH:12]([C:17]1[CH:18]=[CH:19][C:20]([C:21]#[N:22])=[CH:23][CH:24]=1)[O:11][C:10]1[CH:25]=[CH:26][C:27]([O:28][CH3:29])=[C:8]([O:7][CH3:6])[CH:9]=1)(=[O:4])=[O:3]. The yield is 1.00.